This data is from Catalyst prediction with 721,799 reactions and 888 catalyst types from USPTO. The task is: Predict which catalyst facilitates the given reaction. (1) Reactant: Cl.CN(C)CCCN=C=NCC.[CH3:13][O:14][C:15](=[O:23])[CH2:16][CH2:17][CH2:18][CH2:19][C:20]([OH:22])=O.Cl.[NH2:25][CH2:26][C:27]([C:29]1[CH:34]=[CH:33][CH:32]=[CH:31][C:30]=1[O:35][CH3:36])=[O:28].C(N(CC)CC)C. Product: [CH3:13][O:14][C:15](=[O:23])[CH2:16][CH2:17][CH2:18][CH2:19][C:20](=[O:22])[NH:25][CH2:26][C:27]([C:29]1[CH:34]=[CH:33][CH:32]=[CH:31][C:30]=1[O:35][CH3:36])=[O:28]. The catalyst class is: 143. (2) Reactant: C(OC([N:8]1[CH2:13][CH2:12][C:11]2[NH:14][N:15]=[C:16]([CH:17]3[CH2:21][CH:20]=[CH:19][CH2:18]3)[C:10]=2[CH2:9]1)=O)(C)(C)C.Cl.O1CCOCC1. Product: [CH:17]1([C:16]2[C:10]3[CH2:9][NH:8][CH2:13][CH2:12][C:11]=3[NH:14][N:15]=2)[CH2:21][CH:20]=[CH:19][CH2:18]1. The catalyst class is: 12.